From a dataset of Forward reaction prediction with 1.9M reactions from USPTO patents (1976-2016). Predict the product of the given reaction. (1) Given the reactants NO.C1C2C(=CC=C(C(OC)=[O:14])C=2)C=CC=1C(OC)=O.C[NH:22][C:23]([C:25]1[CH:26]=[C:27]2[C:32](=[CH:33][CH:34]=1)[CH:31]=[C:30]([C:35]([O:37][CH3:38])=[O:36])[CH:29]=[CH:28]2)=[O:24], predict the reaction product. The product is: [OH:14][NH:22][C:23]([C:25]1[CH:26]=[C:27]2[C:32](=[CH:33][CH:34]=1)[CH:31]=[C:30]([C:35]([O:37][CH3:38])=[O:36])[CH:29]=[CH:28]2)=[O:24]. (2) Given the reactants [Cl:1][C:2]1[CH:3]=[C:4]([C:11]([F:14])([F:13])[F:12])[CH:5]=[C:6]([N+:8]([O-])=O)[CH:7]=1, predict the reaction product. The product is: [NH2:8][C:6]1[CH:7]=[C:2]([Cl:1])[CH:3]=[C:4]([C:11]([F:12])([F:13])[F:14])[CH:5]=1. (3) Given the reactants Cl.[N:2]1[N:6]2[CH:7]=[C:8]3[CH2:14]CN[CH2:11][C:9]3=[N:10][C:5]2=[CH:4][CH:3]=1.[Na+].[I-].C([O-])([O-])=O.[K+].[K+].Cl[CH2:24][C:25]([N:27]1[CH2:32][CH2:31][N:30]([CH:33]2[CH2:36][CH2:35][CH2:34]2)[CH2:29][CH2:28]1)=[O:26].[C:37](#[N:39])C, predict the reaction product. The product is: [CH:33]1([N:30]2[CH2:31][CH2:32][N:27]([C:25](=[O:26])[CH2:24][N:39]3[CH2:37][CH2:11][C:9]4=[N:10][C:5]5[N:6]([N:2]=[CH:3][CH:4]=5)[CH:7]=[C:8]4[CH2:14]3)[CH2:28][CH2:29]2)[CH2:36][CH2:35][CH2:34]1.